The task is: Predict the reactants needed to synthesize the given product.. This data is from Full USPTO retrosynthesis dataset with 1.9M reactions from patents (1976-2016). (1) Given the product [C:12]1([C:10]2[CH:9]=[CH:8][CH:7]=[C:6]3[C:11]=2[NH:1][C:2](=[O:3])[C:4]3=[O:5])[CH:17]=[CH:16][CH:15]=[CH:14][CH:13]=1, predict the reactants needed to synthesize it. The reactants are: [NH:1]1[C:11]2[C:6](=[CH:7][CH:8]=[CH:9][CH:10]=2)[C:4](=[O:5])[C:2]1=[O:3].[C:12]1(B(O)O)[CH:17]=[CH:16][CH:15]=[CH:14][CH:13]=1.C(=O)(O)[O-].[Na+].IC1C=CC=C2C=1NC(=O)C2=O. (2) Given the product [N+:8]([C:11]1[CH:12]=[C:13]([NH:14][C:1]([CH3:2])=[CH:4][C:5](=[O:7])[CH3:6])[CH:15]=[CH:16][CH:17]=1)([O-:10])=[O:9], predict the reactants needed to synthesize it. The reactants are: [C:1]([CH2:4][C:5](=[O:7])[CH3:6])(=O)[CH3:2].[N+:8]([C:11]1[CH:12]=[C:13]([CH:15]=[CH:16][CH:17]=1)[NH2:14])([O-:10])=[O:9].C1(C)C=CC(S(O)(=O)=O)=CC=1. (3) Given the product [CH2:20]([O:22][C:23](=[O:35])[CH2:24][N:25]1[C:33]2[C:28](=[CH:29][C:30]([O:34][CH2:2][C:3]3[C:4]([CH3:19])=[N:5][C:6]([C:9]4[CH:14]=[CH:13][C:12]([C:15]([F:18])([F:17])[F:16])=[CH:11][CH:10]=4)=[N:7][CH:8]=3)=[CH:31][CH:32]=2)[CH:27]=[CH:26]1)[CH3:21], predict the reactants needed to synthesize it. The reactants are: Cl[CH2:2][C:3]1[C:4]([CH3:19])=[N:5][C:6]([C:9]2[CH:14]=[CH:13][C:12]([C:15]([F:18])([F:17])[F:16])=[CH:11][CH:10]=2)=[N:7][CH:8]=1.[CH2:20]([O:22][C:23](=[O:35])[CH2:24][N:25]1[C:33]2[C:28](=[CH:29][C:30]([OH:34])=[CH:31][CH:32]=2)[CH:27]=[CH:26]1)[CH3:21].C(=O)([O-])[O-].[Cs+].[Cs+].